Dataset: Full USPTO retrosynthesis dataset with 1.9M reactions from patents (1976-2016). Task: Predict the reactants needed to synthesize the given product. (1) Given the product [C:19]([O:22][C:23](=[O:24])[NH:6][C:5]1[CH:7]=[CH:8][C:2]([I:1])=[CH:3][C:4]=1[N+:9]([O-:11])=[O:10])([CH3:21])([CH3:20])[CH3:18], predict the reactants needed to synthesize it. The reactants are: [I:1][C:2]1[CH:8]=[CH:7][C:5]([NH2:6])=[C:4]([N+:9]([O-:11])=[O:10])[CH:3]=1.C(=O)([O-])[O-].[Cs+].[Cs+].[CH3:18][C:19]([O:22][C:23](O[C:23]([O:22][C:19]([CH3:21])([CH3:20])[CH3:18])=[O:24])=[O:24])([CH3:21])[CH3:20]. (2) Given the product [O:21]1[CH2:25][CH2:24][CH:23]([CH2:26][NH:27][C:13]([C:10]2[CH:9]=[C:8]([CH2:7][O:6][CH2:5][C:4]3[CH:16]=[C:17]([CH3:19])[CH:18]=[C:2]([CH3:1])[CH:3]=3)[O:12][N:11]=2)=[O:15])[CH2:22]1, predict the reactants needed to synthesize it. The reactants are: [CH3:1][C:2]1[CH:3]=[C:4]([CH:16]=[C:17]([CH3:19])[CH:18]=1)[CH2:5][O:6][CH2:7][C:8]1[O:12][N:11]=[C:10]([C:13]([OH:15])=O)[CH:9]=1.Cl.[O:21]1[CH2:25][CH2:24][CH:23]([CH2:26][NH2:27])[CH2:22]1.C(N(CC)CC)C.ON1C2C=CC=CC=2N=N1.Cl.C(N=C=NCCCN(C)C)C. (3) Given the product [Cl:30][CH2:29][CH2:28][CH2:27][O:1][C:2]1[CH:7]=[CH:6][C:5]([NH:8][CH:9]=[C:10]2[C:18]3[C:13](=[CH:14][CH:15]=[CH:16][CH:17]=3)[NH:12][C:11]2=[O:19])=[CH:4][CH:3]=1, predict the reactants needed to synthesize it. The reactants are: [OH:1][C:2]1[CH:7]=[CH:6][C:5]([NH:8][CH:9]=[C:10]2[C:18]3[C:13](=[CH:14][CH:15]=[CH:16][CH:17]=3)[NH:12][C:11]2=[O:19])=[CH:4][CH:3]=1.C(=O)([O-])[O-].[K+].[K+].Br[CH2:27][CH2:28][CH2:29][Cl:30]. (4) Given the product [C:1]1([S:7]([C:8]2[CH:13]=[CH:12][CH:11]=[CH:10][C:9]=2[CH:14]([NH:19][C:20]([CH2:22][C:23]2[CH:24]=[CH:25][C:26]([O:27][C:28]([CH3:33])([CH3:32])[C:29]([OH:31])=[O:30])=[CH:34][CH:35]=2)=[O:21])[CH2:15][CH2:16][CH2:17][CH3:18])(=[O:36])=[O:42])[CH:2]=[CH:3][CH:4]=[CH:5][CH:6]=1, predict the reactants needed to synthesize it. The reactants are: [C:1]1([S:7][C:8]2[CH:13]=[CH:12][CH:11]=[CH:10][C:9]=2[CH:14]([NH:19][C:20]([CH2:22][C:23]2[CH:35]=[CH:34][C:26]([O:27][C:28]([CH3:33])([CH3:32])[C:29]([OH:31])=[O:30])=[CH:25][CH:24]=2)=[O:21])[CH2:15][CH2:16][CH2:17][CH3:18])[CH:6]=[CH:5][CH:4]=[CH:3][CH:2]=1.[OH:36]OS([O-])=O.[K+].[OH2:42]. (5) Given the product [Cl:1][C:2]1[CH:7]=[CH:6][C:5]([C:12]2[CH:17]=[CH:16][CH:15]=[C:14]([CH:18]([N:25]([CH3:39])[C:26](=[O:38])[CH2:27][N:28]([C:30]3[CH:35]=[CH:34][C:33]([Cl:36])=[C:32]([Cl:37])[CH:31]=3)[CH3:29])[CH2:19][N:20]3[CH2:24][CH2:23][CH2:22][CH2:21]3)[CH:13]=2)=[CH:4][CH:3]=1, predict the reactants needed to synthesize it. The reactants are: [Cl:1][C:2]1[CH:7]=[CH:6][C:5](B(O)O)=[CH:4][CH:3]=1.Br[C:12]1[CH:13]=[C:14]([CH:18]([N:25]([CH3:39])[C:26](=[O:38])[CH2:27][N:28]([C:30]2[CH:35]=[CH:34][C:33]([Cl:36])=[C:32]([Cl:37])[CH:31]=2)[CH3:29])[CH2:19][N:20]2[CH2:24][CH2:23][CH2:22][CH2:21]2)[CH:15]=[CH:16][CH:17]=1. (6) Given the product [CH:10]([C:6]1[CH:5]=[C:4]2[C:9](=[CH:8][CH:7]=1)[N:1]([C:16]([N:15]([CH3:19])[CH3:14])=[O:17])[CH:2]=[CH:3]2)=[O:11], predict the reactants needed to synthesize it. The reactants are: [NH:1]1[C:9]2[C:4](=[CH:5][C:6]([CH:10]=[O:11])=[CH:7][CH:8]=2)[CH:3]=[CH:2]1.[H-].[Na+].[CH3:14][N:15]([CH3:19])[C:16](Cl)=[O:17].[Cl-].[NH4+]. (7) Given the product [OH:19][CH2:18][CH2:17][CH2:16][C:15]1[N:11]([CH2:10][C:9]2[C:2]([C:26]3[CH:31]=[CH:30][CH:29]=[CH:28][CH:27]=3)=[CH:3][CH:4]=[C:7]([C:24]#[N:20])[CH:8]=2)[CH:12]=[N:13][CH:14]=1, predict the reactants needed to synthesize it. The reactants are: Br[C:2]1[CH:3]=[C:4]([CH:7]=[CH:8][C:9]=1[CH2:10][N:11]1[C:15]([CH2:16][CH2:17][CH2:18][OH:19])=[CH:14][N:13]=[CH:12]1)C#N.[NH:20]1[CH:24]=CN=C1.[Br-].[C:26]1(B(O)O)[CH:31]=[CH:30][CH:29]=[CH:28][CH:27]=1.C([O-])([O-])=O.[Na+].[Na+]. (8) Given the product [F:36][C:30]1[CH:31]=[CH:32][C:50]([NH:51][C:53](=[O:54])[CH2:48][C:49]([NH:18][C:4]2[CH:5]=[CH:6][C:7]([O:8][C:9]3[C:10]4[CH:17]=[CH:16][NH:15][C:11]=4[N:12]=[CH:13][N:14]=3)=[C:2]([F:1])[CH:3]=2)=[O:55])=[CH:28][CH:29]=1, predict the reactants needed to synthesize it. The reactants are: [F:1][C:2]1[CH:3]=[C:4]([NH2:18])[CH:5]=[CH:6][C:7]=1[O:8][C:9]1[C:10]2[CH:17]=[CH:16][NH:15][C:11]=2[N:12]=[CH:13][N:14]=1.CN(C(ON1N=N[C:29]2[CH:30]=[CH:31][CH:32]=N[C:28]1=2)=[N+](C)C)C.[F:36][P-](F)(F)(F)(F)F.C(N([CH2:48][CH3:49])CC)C.[CH3:50][N:51]([CH:53]=[O:54])C.[OH2:55].